From a dataset of Forward reaction prediction with 1.9M reactions from USPTO patents (1976-2016). Predict the product of the given reaction. Given the reactants [CH3:1][C:2]1[C:6]([CH2:7][O:8][C:9]2[CH:14]=[CH:13][C:12]([S:15](Cl)(=[O:17])=[O:16])=[CH:11][CH:10]=2)=[C:5]([CH3:19])[O:4][N:3]=1.[NH3:20], predict the reaction product. The product is: [CH3:1][C:2]1[C:6]([CH2:7][O:8][C:9]2[CH:14]=[CH:13][C:12]([S:15]([NH2:20])(=[O:17])=[O:16])=[CH:11][CH:10]=2)=[C:5]([CH3:19])[O:4][N:3]=1.